From a dataset of Full USPTO retrosynthesis dataset with 1.9M reactions from patents (1976-2016). Predict the reactants needed to synthesize the given product. (1) Given the product [Cl:1][C:2]1[C:7]([C:8]2[C:12]([CH2:13][O:14][C:15]3[CH:16]=[CH:17][C:18]([C:21]4[CH:22]=[C:23]5[C:28](=[CH:29][CH:30]=4)[N:27]=[C:26]([C:31]([OH:33])=[O:32])[CH:25]=[CH:24]5)=[CH:19][CH:20]=3)=[C:11]([CH:35]([CH3:36])[CH3:37])[O:10][N:9]=2)=[C:6]([Cl:38])[CH:5]=[CH:4][N:3]=1, predict the reactants needed to synthesize it. The reactants are: [Cl:1][C:2]1[C:7]([C:8]2[C:12]([CH2:13][O:14][C:15]3[CH:20]=[CH:19][C:18]([C:21]4[CH:22]=[C:23]5[C:28](=[CH:29][CH:30]=4)[N:27]=[C:26]([C:31]([O:33]C)=[O:32])[CH:25]=[CH:24]5)=[CH:17][CH:16]=3)=[C:11]([CH:35]([CH3:37])[CH3:36])[O:10][N:9]=2)=[C:6]([Cl:38])[CH:5]=[CH:4][N:3]=1.[OH-].[Na+].Cl. (2) Given the product [F:1][C:2]1[CH:3]=[C:4]([CH:9]2[CH2:11][CH:10]2[NH:12][C:13]2[C:14]3[N:25]=[N:24][N:23]([CH:26]4[CH2:27][CH:28]([O:36][CH2:37][CH2:38][OH:39])[CH:29]([OH:33])[CH:30]4[OH:31])[C:15]=3[N:16]=[C:17]([S:19][CH2:20][CH2:21][CH3:22])[N:18]=2)[CH:5]=[CH:6][C:7]=1[F:8], predict the reactants needed to synthesize it. The reactants are: [F:1][C:2]1[CH:3]=[C:4]([C@@H:9]2[CH2:11][C@H:10]2[NH:12][C:13]2[C:14]3[N:25]=[N:24][N:23]([C@H:26]4[C@@H:30]5[O:31]C(C)(C)[O:33][C@@H:29]5[C@@H:28]([O:36][CH2:37][CH2:38][OH:39])[CH2:27]4)[C:15]=3[N:16]=[C:17]([S:19][CH2:20][CH2:21][CH3:22])[N:18]=2)[CH:5]=[CH:6][C:7]=1[F:8].Cl. (3) Given the product [I:1][C:2]1[CH:3]=[CH:4][C:5]2[N:6]([CH:8]=[C:9]([NH:11][C:12](=[O:14])[CH3:13])[N:10]=2)[N:7]=1, predict the reactants needed to synthesize it. The reactants are: [I:1][C:2]1[CH:3]=[CH:4][C:5]2[N:6]([CH:8]=[C:9]([NH2:11])[N:10]=2)[N:7]=1.[C:12](Cl)(=[O:14])[CH3:13].O. (4) Given the product [CH3:24][C:25]1([CH3:40])[CH2:26][CH2:27][C:28]([CH3:39])([CH3:38])[C:29]2[CH:30]=[C:31]([NH2:35])[CH:32]=[CH:33][C:34]1=2, predict the reactants needed to synthesize it. The reactants are: [N+]([O-])(O)=O.OS(O)(=O)=O.CC1(C)C2C(CC=CC=2)C(C)(C)CC1.[CH3:24][C:25]1([CH3:40])[C:34]2[C:29](=[CH:30][C:31]([N+:35]([O-])=O)=[CH:32][CH:33]=2)[C:28]([CH3:39])([CH3:38])[CH2:27][CH2:26]1. (5) Given the product [N+:21]([C:24]1[CH:31]=[CH:30][C:27]([CH2:28][N:1]2[C:5]3=[N:6][CH:7]=[CH:8][CH:9]=[C:4]3[C:3]([CH2:10][C:11]([O:13][CH3:14])=[O:12])=[N:2]2)=[CH:26][CH:25]=1)([O-:23])=[O:22], predict the reactants needed to synthesize it. The reactants are: [NH:1]1[C:5]2=[N:6][CH:7]=[CH:8][CH:9]=[C:4]2[C:3]([CH2:10][C:11]([O:13][CH3:14])=[O:12])=[N:2]1.C(=O)([O-])[O-].[Cs+].[Cs+].[N+:21]([C:24]1[CH:31]=[CH:30][C:27]([CH2:28]Br)=[CH:26][CH:25]=1)([O-:23])=[O:22]. (6) Given the product [CH2:2]([O:9][C:10]([N:12]1[CH2:17][CH2:16][CH:15]([N:18]([C:43](=[O:44])[CH2:42][Cl:41])[C:19]2[CH:24]=[CH:23][C:22]([C:25]([NH:27][CH3:28])=[O:26])=[CH:21][CH:20]=2)[CH2:14][CH2:13]1)=[O:11])[C:3]1[CH:8]=[CH:7][CH:6]=[CH:5][CH:4]=1, predict the reactants needed to synthesize it. The reactants are: Cl.[CH2:2]([O:9][C:10]([N:12]1[CH2:17][CH2:16][CH:15]([NH:18][C:19]2[CH:24]=[CH:23][C:22]([C:25]([NH:27][CH3:28])=[O:26])=[CH:21][CH:20]=2)[CH2:14][CH2:13]1)=[O:11])[C:3]1[CH:8]=[CH:7][CH:6]=[CH:5][CH:4]=1.N1C=CC=CC=1.C(OCC)(=O)C.[Cl:41][CH2:42][C:43](Cl)=[O:44]. (7) Given the product [Br:1][C:2]1[CH:3]=[C:4]([N:9]([S:11]([CH3:10])(=[O:13])=[O:12])[S:11]([CH3:10])(=[O:13])=[O:12])[C:5]([Cl:8])=[N:6][CH:7]=1, predict the reactants needed to synthesize it. The reactants are: [Br:1][C:2]1[CH:3]=[C:4]([NH2:9])[C:5]([Cl:8])=[N:6][CH:7]=1.[CH3:10][S:11](Cl)(=[O:13])=[O:12]. (8) The reactants are: [NH2:1][C:2]1[CH:31]=[CH:30][C:5]([C:6]([N:8]2[C:17]3[C:12](=[CH:13][CH:14]=[CH:15][CH:16]=3)[C@H:11]([N:18]([C:23]3[CH:28]=[CH:27][CH:26]=[CH:25][CH:24]=3)[C:19](=[O:22])[CH2:20]C)[CH2:10][C@@H:9]2[CH3:29])=[O:7])=[CH:4][CH:3]=1.C(=O)([O-])[O-].[K+].[K+].Br[CH:39]([CH3:44])[C:40]([O:42][CH3:43])=[O:41].O. Given the product [CH3:43][O:42][C:40](=[O:41])[CH:39]([NH:1][C:2]1[CH:31]=[CH:30][C:5]([C:6]([N:8]2[C:17]3[C:12](=[CH:13][CH:14]=[CH:15][CH:16]=3)[C@H:11]([N:18]([C:19](=[O:22])[CH3:20])[C:23]3[CH:28]=[CH:27][CH:26]=[CH:25][CH:24]=3)[CH2:10][C@@H:9]2[CH3:29])=[O:7])=[CH:4][CH:3]=1)[CH3:44], predict the reactants needed to synthesize it. (9) The reactants are: [Br:1][C:2]1[CH:3]=[CH:4][C:5]([O:24][CH3:25])=[C:6]([S:8]([NH:11][C@@H:12]2CCN(C(OC(C)(C)C)=O)C2)(=[O:10])=[O:9])[CH:7]=1.C([O-])([O-])=O.[K+].[K+].BrC.C1C=CC(P(C2C=CC=CC=2)C2C=CC=CC=2)=CC=1.C[CH2:54][N:55]([CH:59]([CH3:61])C)[CH:56]([CH3:58])C.BrC#[N:64].C(O)C(N)(CO)CO. Given the product [Br:1][C:2]1[CH:3]=[CH:4][C:5]([O:24][CH3:25])=[C:6]([S:8]([N:11]([C@@H:61]2[CH2:58][CH2:56][N:55]([C:54]#[N:64])[CH2:59]2)[CH3:12])(=[O:10])=[O:9])[CH:7]=1, predict the reactants needed to synthesize it. (10) Given the product [CH:31]1([C:2]2[CH:7]=[CH:6][N:5]=[C:4]([CH2:8][CH2:9][N:10]3[C:29](=[O:30])[N:13]4[CH:14]=[C:15]([C:18]5[CH:19]=[CH:20][C:21]([O:24][C:25]([F:27])([F:28])[F:26])=[CH:22][CH:23]=5)[CH:16]=[CH:17][C:12]4=[N:11]3)[CH:3]=2)[CH2:33][CH2:32]1, predict the reactants needed to synthesize it. The reactants are: Br[C:2]1[CH:7]=[CH:6][N:5]=[C:4]([CH2:8][CH2:9][N:10]2[C:29](=[O:30])[N:13]3[CH:14]=[C:15]([C:18]4[CH:23]=[CH:22][C:21]([O:24][C:25]([F:28])([F:27])[F:26])=[CH:20][CH:19]=4)[CH:16]=[CH:17][C:12]3=[N:11]2)[CH:3]=1.[CH:31]1(B(O)O)[CH2:33][CH2:32]1.C(=O)([O-])[O-].[K+].[K+].